This data is from Reaction yield outcomes from USPTO patents with 853,638 reactions. The task is: Predict the reaction yield, written as a fraction of the theoretical maximum amount of product (1.0 means a 100% yield; for example, 0.34 means a 34% yield). The reactants are CC1(C)C(C)(C)OB([C:9]2[CH:32]=[CH:31][C:30]3[C:29]4[C:24](=[CH:25][CH:26]=[CH:27][CH:28]=4)[C:23]4[C:18](=[CH:19][CH:20]=[CH:21][CH:22]=4)[C:17]4[C:12](=[CH:13][CH:14]=[CH:15][CH:16]=4)[C:11]=3[CH:10]=2)O1.Br[C:35]1[CH:40]=[CH:39][CH:38]=[CH:37][C:36]=1[N+:41]([O-:43])=[O:42].C([O-])([O-])=O.[K+].[K+].O. The catalyst is C1(C)C=CC=CC=1.C(O)C.C1C=CC([P]([Pd]([P](C2C=CC=CC=2)(C2C=CC=CC=2)C2C=CC=CC=2)([P](C2C=CC=CC=2)(C2C=CC=CC=2)C2C=CC=CC=2)[P](C2C=CC=CC=2)(C2C=CC=CC=2)C2C=CC=CC=2)(C2C=CC=CC=2)C2C=CC=CC=2)=CC=1. The product is [N+:41]([C:36]1[CH:37]=[CH:38][CH:39]=[CH:40][C:35]=1[C:26]1[CH:27]=[CH:28][C:29]2[C:30]3[C:11](=[CH:10][CH:9]=[CH:32][CH:31]=3)[C:12]3[C:17](=[CH:16][CH:15]=[CH:14][CH:13]=3)[C:18]3[C:23](=[CH:22][CH:21]=[CH:20][CH:19]=3)[C:24]=2[CH:25]=1)([O-:43])=[O:42]. The yield is 0.920.